From a dataset of Catalyst prediction with 721,799 reactions and 888 catalyst types from USPTO. Predict which catalyst facilitates the given reaction. (1) Reactant: Cl[C:2]1[N:7]=[C:6]([NH:8][C:9]2[CH:13]=[C:12]([CH:14]3[CH2:16][CH2:15]3)[NH:11][N:10]=2)[C:5]([Cl:17])=[CH:4][N:3]=1.[F:18][C:19]1[CH:20]=[CH:21][C:22]([CH:25]([NH2:27])[CH3:26])=[N:23][CH:24]=1.CCN(C(C)C)C(C)C. Product: [Cl:17][C:5]1[C:6]([NH:8][C:9]2[CH:13]=[C:12]([CH:14]3[CH2:16][CH2:15]3)[NH:11][N:10]=2)=[N:7][C:2]([NH:27][CH:25]([C:22]2[CH:21]=[CH:20][C:19]([F:18])=[CH:24][N:23]=2)[CH3:26])=[N:3][CH:4]=1. The catalyst class is: 114. (2) Reactant: [F:1][C:2]([F:12])([F:11])[C:3]1[N:4]=[C:5]([C:8](O)=[O:9])[S:6][CH:7]=1.C1N=C[N:15](C(N2C=NC=C2)=O)C=1.[NH4+].[OH-]. Product: [F:1][C:2]([F:12])([F:11])[C:3]1[N:4]=[C:5]([C:8]([NH2:15])=[O:9])[S:6][CH:7]=1. The catalyst class is: 1. (3) Product: [Cl:26][C:22]1[CH:21]=[C:20]([CH:25]=[CH:24][CH:23]=1)[C:19]([NH:18][C:17]1[C:12]([N:9]2[CH2:10][CH2:11][CH:6]([CH2:5][C:4]([OH:32])=[O:3])[CH2:7][CH2:8]2)=[N:13][C:14]([S:28]([CH3:31])(=[O:29])=[O:30])=[CH:15][CH:16]=1)=[O:27]. The catalyst class is: 6. Reactant: C([O:3][C:4](=[O:32])[CH2:5][CH:6]1[CH2:11][CH2:10][N:9]([C:12]2[C:17]([NH:18][C:19](=[O:27])[C:20]3[CH:25]=[CH:24][CH:23]=[C:22]([Cl:26])[CH:21]=3)=[CH:16][CH:15]=[C:14]([S:28]([CH3:31])(=[O:30])=[O:29])[N:13]=2)[CH2:8][CH2:7]1)C.O1CCCC1.CO.[OH-].[Li+].